Predict which catalyst facilitates the given reaction. From a dataset of Catalyst prediction with 721,799 reactions and 888 catalyst types from USPTO. Reactant: Cl[CH2:2][C:3]([N:5]1[C@@H:9]([C:10]#[CH:11])[CH2:8][CH2:7][C@H:6]1[C:12]#[N:13])=[O:4].[NH2:14][C:15]1([CH2:20][OH:21])[CH2:19][CH2:18][CH2:17][CH2:16]1. Product: [C:10]([C@@H:9]1[N:5]([C:3](=[O:4])[CH2:2][NH:14][C:15]2([CH2:20][OH:21])[CH2:19][CH2:18][CH2:17][CH2:16]2)[C@H:6]([C:12]#[N:13])[CH2:7][CH2:8]1)#[CH:11]. The catalyst class is: 10.